From a dataset of Forward reaction prediction with 1.9M reactions from USPTO patents (1976-2016). Predict the product of the given reaction. (1) Given the reactants [CH2:1]([Mg]Br)[CH:2]=[CH2:3].[C:6](=[C:9]([C:15]([O:17][CH2:18][CH3:19])=[O:16])[C:10]([O:12][CH2:13][CH3:14])=[O:11])([CH3:8])[CH3:7], predict the reaction product. The product is: [CH3:8][C:6]([CH:9]([C:15]([O:17][CH2:18][CH3:19])=[O:16])[C:10]([O:12][CH2:13][CH3:14])=[O:11])([CH2:3][CH:2]=[CH2:1])[CH3:7]. (2) Given the reactants [Cl:1][C:2]1[CH:3]=[N:4][C:5]2[N:6]([N:8]=[C:9]([C:11]([OH:13])=O)[CH:10]=2)[CH:7]=1.[CH3:14][CH:15]1[NH:20][CH2:19][CH2:18][N:17]2[C:21]([C:24]3[CH:29]=[CH:28][N:27]=[CH:26][CH:25]=3)=[N:22][N:23]=[C:16]12, predict the reaction product. The product is: [Cl:1][C:2]1[CH:3]=[N:4][C:5]2[N:6]([N:8]=[C:9]([C:11]([N:20]3[CH2:19][CH2:18][N:17]4[C:21]([C:24]5[CH:29]=[CH:28][N:27]=[CH:26][CH:25]=5)=[N:22][N:23]=[C:16]4[CH:15]3[CH3:14])=[O:13])[CH:10]=2)[CH:7]=1. (3) Given the reactants O1CCC(N2[CH:11]=[C:10]([C:12]3[CH:13]=[C:14]([C:18]4[CH:23]=[C:22]([NH2:24])[N:21]=[C:20]([C:25]5[CH:30]=[CH:29][CH:28]=[CH:27][N:26]=5)[CH:19]=4)[CH:15]=[N:16][CH:17]=3)C=N2)CC1.[C:31]([O:35][C:36]([N:38]1[CH2:43][CH2:42][N:41]([CH2:44][C:45]2[CH:50]=CC(B3OC(C)(C)C(C)O3)=[CH:47][CH:46]=2)[CH2:40][CH2:39]1)=[O:37])([CH3:34])([CH3:33])[CH3:32], predict the reaction product. The product is: [C:31]([O:35][C:36]([N:38]1[CH2:43][CH2:42][N:41]([CH2:44][C:45]2[CH:46]=[CH:47][C:10]([C:12]3[CH:13]=[C:14]([C:18]4[CH:23]=[C:22]([NH2:24])[N:21]=[C:20]([C:25]5[CH:30]=[CH:29][CH:28]=[CH:27][N:26]=5)[CH:19]=4)[CH:15]=[N:16][CH:17]=3)=[CH:11][CH:50]=2)[CH2:40][CH2:39]1)=[O:37])([CH3:34])([CH3:33])[CH3:32].